This data is from Catalyst prediction with 721,799 reactions and 888 catalyst types from USPTO. The task is: Predict which catalyst facilitates the given reaction. (1) Reactant: [CH3:1][N:2]1[CH2:7][CH2:6][O:5][C@@H:4]([CH2:8][OH:9])[CH2:3]1.[H-].[Na+].[N+](C1C=CC([O:21][C:22]([N:24]2[CH2:29][CH2:28][N:27]([C:30]3[CH:35]=[CH:34][C:33]([F:36])=[CH:32][C:31]=3[F:37])[CH2:26][CH2:25]2)=O)=CC=1)([O-])=O. Product: [F:37][C:31]1[CH:32]=[C:33]([F:36])[CH:34]=[CH:35][C:30]=1[N:27]1[CH2:28][CH2:29][N:24]([C:22]([O:9][CH2:8][C@@H:4]2[O:5][CH2:6][CH2:7][N:2]([CH3:1])[CH2:3]2)=[O:21])[CH2:25][CH2:26]1. The catalyst class is: 1. (2) Reactant: [Cl:1][C:2]1[CH:3]=[C:4]([N:10]([C:15]2[C:34]([CH:35]3[CH2:37][CH2:36]3)=[CH:33][C:18]3[C:19]([C:29]([NH:31][CH3:32])=[O:30])=[C:20]([C:22]4[CH:27]=[CH:26][C:25]([F:28])=[CH:24][CH:23]=4)[O:21][C:17]=3[CH:16]=2)[S:11]([CH3:14])(=[O:13])=[O:12])[CH:5]=[CH:6][C:7]=1[CH:8]=[O:9].[CH:38]([Mg]Br)=[CH2:39].[Cl-].[NH4+]. Product: [Cl:1][C:2]1[CH:3]=[C:4]([N:10]([C:15]2[C:34]([CH:35]3[CH2:37][CH2:36]3)=[CH:33][C:18]3[C:19]([C:29]([NH:31][CH3:32])=[O:30])=[C:20]([C:22]4[CH:27]=[CH:26][C:25]([F:28])=[CH:24][CH:23]=4)[O:21][C:17]=3[CH:16]=2)[S:11]([CH3:14])(=[O:13])=[O:12])[CH:5]=[CH:6][C:7]=1[CH:8]([OH:9])[CH:38]=[CH2:39]. The catalyst class is: 1. (3) Reactant: [CH2:1]([O:3][C:4](=[O:14])[C:5]1[CH:10]=[CH:9][C:8]([O:11][CH3:12])=[C:7]([OH:13])[CH:6]=1)[CH3:2].[F:15][C:16]([F:25])([F:24])[CH2:17][CH2:18]OS(C)(=O)=O.C([O-])([O-])=O.[K+].[K+]. Product: [CH2:1]([O:3][C:4](=[O:14])[C:5]1[CH:10]=[CH:9][C:8]([O:11][CH3:12])=[C:7]([O:13][CH2:18][CH2:17][C:16]([F:25])([F:24])[F:15])[CH:6]=1)[CH3:2]. The catalyst class is: 692. (4) Reactant: [F:1][C:2]1[CH:8]=[CH:7][CH:6]=[C:5]([F:9])[C:3]=1[NH2:4].[O:10]1[CH2:14][CH2:13][CH2:12][CH2:11]1.C([O-])(=[O:17])C.[Na+]. Product: [F:1][C:2]1[CH:8]=[CH:7][CH:6]=[C:5]([F:9])[C:3]=1[NH:4][C:11](=[O:10])[CH2:12][C:13](=[O:17])[CH3:14]. The catalyst class is: 6.